This data is from NCI-60 drug combinations with 297,098 pairs across 59 cell lines. The task is: Regression. Given two drug SMILES strings and cell line genomic features, predict the synergy score measuring deviation from expected non-interaction effect. Drug 1: CN(CC1=CN=C2C(=N1)C(=NC(=N2)N)N)C3=CC=C(C=C3)C(=O)NC(CCC(=O)O)C(=O)O. Drug 2: CCN(CC)CCCC(C)NC1=C2C=C(C=CC2=NC3=C1C=CC(=C3)Cl)OC. Cell line: OVCAR-4. Synergy scores: CSS=7.73, Synergy_ZIP=-2.72, Synergy_Bliss=-5.93, Synergy_Loewe=-24.4, Synergy_HSA=-5.34.